Predict which catalyst facilitates the given reaction. From a dataset of Catalyst prediction with 721,799 reactions and 888 catalyst types from USPTO. Reactant: [Br-].[C:2]([C:5]1[N:9]([CH:10]([CH3:12])[CH3:11])[C:8]([CH2:13][P+](C2C=CC=CC=2)(C2C=CC=CC=2)C2C=CC=CC=2)=[C:7]([C:33]2[CH:38]=[CH:37][C:36]([F:39])=[CH:35][CH:34]=2)[C:6]=1[C:40]1[CH:45]=[CH:44][CH:43]=[CH:42][CH:41]=1)(=[O:4])[NH2:3].C[Si]([N-][Si](C)(C)C)(C)C.[Na+].[C:56]([O:60][C:61](=[O:73])[CH2:62][CH:63]1[CH2:68][CH:67]([CH:69]=O)[O:66][C:65]([CH3:72])([CH3:71])[O:64]1)([CH3:59])([CH3:58])[CH3:57]. Product: [C:56]([O:60][C:61](=[O:73])[CH2:62][C@H:63]1[CH2:68][C@H:67](/[CH:69]=[CH:13]/[C:8]2[N:9]([CH:10]([CH3:12])[CH3:11])[C:5]([C:2](=[O:4])[NH2:3])=[C:6]([C:40]3[CH:45]=[CH:44][CH:43]=[CH:42][CH:41]=3)[C:7]=2[C:33]2[CH:38]=[CH:37][C:36]([F:39])=[CH:35][CH:34]=2)[O:66][C:65]([CH3:72])([CH3:71])[O:64]1)([CH3:59])([CH3:57])[CH3:58]. The catalyst class is: 1.